Dataset: Forward reaction prediction with 1.9M reactions from USPTO patents (1976-2016). Task: Predict the product of the given reaction. (1) The product is: [CH2:15]([C:3]([CH2:1][CH3:2])([C:4]([O:6][CH3:7])=[O:5])[C:8]([O:10][CH3:11])=[O:9])/[CH:16]=[CH:17]/[CH3:18]. Given the reactants [CH2:1]([CH:3]([C:8]([O:10][CH3:11])=[O:9])[C:4]([O:6][CH3:7])=[O:5])[CH3:2].[H-].[Na+].Cl[CH2:15][CH:16]=[CH:17][CH3:18].Cl, predict the reaction product. (2) Given the reactants [N+:1]([C:4]1[CH:9]=[CH:8][C:7]([SH:10])=[CH:6][CH:5]=1)([O-:3])=[O:2].[CH2:11]([N:13](CC)CC)[CH3:12].BrCC#N.O, predict the reaction product. The product is: [N+:1]([C:4]1[CH:9]=[CH:8][C:7]([S:10][CH2:12][C:11]#[N:13])=[CH:6][CH:5]=1)([O-:3])=[O:2]. (3) Given the reactants [F:1][C:2]1[CH:3]=[C:4]([C:9](=[O:11])[CH3:10])[CH:5]=[C:6]([F:8])[CH:7]=1.ClC1C=C(C2O[N:23]=[C:22]([C:25]([OH:27])=[O:26])C=2)C=CC=1F, predict the reaction product. The product is: [F:1][C:2]1[CH:3]=[C:4]([C:9]2[O:11][N:23]=[C:22]([C:25]([OH:27])=[O:26])[CH:10]=2)[CH:5]=[C:6]([F:8])[CH:7]=1. (4) Given the reactants [F:1][C:2]1[CH:7]=[CH:6][C:5]([C:8]2[CH:9]=[C:10]([C:35]([F:38])([F:37])[F:36])[C:11]3[C:12]([N:34]=2)=[N:13][N:14]2[C:19]([CH:20]4[CH2:25][CH2:24][N:23](C(OC(C)(C)C)=O)[CH2:22][CH2:21]4)=[CH:18][C:17](=[O:33])[NH:16][C:15]=32)=[CH:4][CH:3]=1.[ClH:39], predict the reaction product. The product is: [ClH:39].[F:1][C:2]1[CH:3]=[CH:4][C:5]([C:8]2[CH:9]=[C:10]([C:35]([F:38])([F:36])[F:37])[C:11]3[C:12]([N:34]=2)=[N:13][N:14]2[C:19]([CH:20]4[CH2:25][CH2:24][NH:23][CH2:22][CH2:21]4)=[CH:18][C:17](=[O:33])[NH:16][C:15]=32)=[CH:6][CH:7]=1. (5) Given the reactants [N+:1]([C:4]1[CH:27]=[CH:26][C:25]([N:28]2[CH2:33][CH2:32][CH2:31][CH2:30][CH2:29]2)=[CH:24][C:5]=1[C:6]([NH:8][C:9]1[CH:13]=[CH:12][N:11]([C:14]2[CH:19]=[CH:18][CH:17]=[C:16]([C:20]([F:23])([F:22])[F:21])[CH:15]=2)[N:10]=1)=[O:7])([O-])=O, predict the reaction product. The product is: [NH2:1][C:4]1[CH:27]=[CH:26][C:25]([N:28]2[CH2:33][CH2:32][CH2:31][CH2:30][CH2:29]2)=[CH:24][C:5]=1[C:6]([NH:8][C:9]1[CH:13]=[CH:12][N:11]([C:14]2[CH:19]=[CH:18][CH:17]=[C:16]([C:20]([F:22])([F:23])[F:21])[CH:15]=2)[N:10]=1)=[O:7]. (6) Given the reactants [OH:1][C:2]1[C:10]([CH:11]([CH3:13])[CH3:12])=[CH:9][C:5](C(O)=O)=[CH:4][C:3]=1[CH:14]([CH3:16])[CH3:15].[OH-].[Na+].Cl, predict the reaction product. The product is: [CH:11]([C:10]1[CH:9]=[CH:5][CH:4]=[C:3]([CH:14]([CH3:16])[CH3:15])[C:2]=1[OH:1])([CH3:13])[CH3:12].